From a dataset of Forward reaction prediction with 1.9M reactions from USPTO patents (1976-2016). Predict the product of the given reaction. (1) The product is: [C:40]([C:44]1[CH:68]=[CH:67][C:47]([C:48]([NH:50][CH2:51][C:52]2[CH:57]=[CH:56][C:55]([C:14]3[CH:19]=[CH:18][N:17]=[C:16]4[NH:20][C:21]([C:23]5[CH:28]=[CH:27][C:26]([C:29]([N:31]6[CH2:32][CH2:33][O:34][CH2:35][CH2:36]6)=[O:30])=[CH:25][CH:24]=5)=[N:22][C:15]=34)=[CH:54][C:53]=2[F:66])=[O:49])=[CH:46][CH:45]=1)([CH3:43])([CH3:41])[CH3:42]. Given the reactants OC(C)(C)CCN1CC2C(=CC=C([C:14]3[CH:19]=[CH:18][N:17]=[C:16]4[NH:20][C:21]([C:23]5[CH:28]=[CH:27][C:26]([C:29]([N:31]6[CH2:36][CH2:35][O:34][CH2:33][CH2:32]6)=[O:30])=[CH:25][CH:24]=5)=[N:22][C:15]=34)C=2)C1=O.[C:40]([C:44]1[CH:68]=[CH:67][C:47]([C:48]([NH:50][CH2:51][C:52]2[CH:57]=[CH:56][C:55](C3C=CN=C(N)C=3N)=[CH:54][C:53]=2[F:66])=[O:49])=[CH:46][CH:45]=1)([CH3:43])([CH3:42])[CH3:41].N1(C(C2C=CC(C=O)=CC=2)=O)CCOCC1.CN(C=O)C.O.C1(C)C=CC(S(O)(=O)=O)=CC=1, predict the reaction product. (2) Given the reactants [O:1]1[C:5]2[CH:6]=[CH:7][C:8]([S:10]([N:13]([CH2:41][CH:42]([CH3:44])[CH3:43])[CH2:14][C@@H:15]([OH:40])[C@@H:16]([NH:28][C:29](=[O:39])[O:30][C@@H:31]3[C@H:38]4[C@H:34]([O:35][CH2:36][CH2:37]4)[O:33][CH2:32]3)[CH2:17][C:18]3[CH:23]=[CH:22][C:21]([O:24][CH2:25][CH2:26][NH2:27])=[CH:20][CH:19]=3)(=[O:12])=[O:11])=[CH:9][C:4]=2[O:3][CH2:2]1.C(N(CC)C(C)C)(C)C.[C:54](Cl)(=[O:56])[CH3:55], predict the reaction product. The product is: [O:1]1[C:5]2[CH:6]=[CH:7][C:8]([S:10]([N:13]([CH2:41][CH:42]([CH3:44])[CH3:43])[CH2:14][C@@H:15]([OH:40])[C@@H:16]([NH:28][C:29](=[O:39])[O:30][C@@H:31]3[C@H:38]4[C@H:34]([O:35][CH2:36][CH2:37]4)[O:33][CH2:32]3)[CH2:17][C:18]3[CH:23]=[CH:22][C:21]([O:24][CH2:25][CH2:26][NH:27][C:54](=[O:56])[CH3:55])=[CH:20][CH:19]=3)(=[O:12])=[O:11])=[CH:9][C:4]=2[O:3][CH2:2]1. (3) The product is: [Cl-:1].[C:5]([CH2:6][CH2:7][CH2:8][N+:9]([CH2:12][CH2:13][F:14])([CH3:11])[CH3:10])([OH:15])=[O:4]. Given the reactants [Cl-:1].C([O:4][C:5](=[O:15])[CH2:6][CH2:7][CH2:8][N+:9]([CH2:12][CH2:13][F:14])([CH3:11])[CH3:10])C.Cl, predict the reaction product. (4) Given the reactants [CH3:1][C:2]1[CH:7]=[C:6]([C:8]([N:10]2[C:16]3[CH:17]=[CH:18][CH:19]=[CH:20][C:15]=3[CH2:14][N:13]3[CH:21]=[CH:22][CH:23]=[C:12]3[CH2:11]2)=[O:9])[CH:5]=[CH:4][C:3]=1[C:24]1[CH2:29][CH2:28][CH2:27][C:26](=[O:30])[C:25]=1[CH3:31].[Cl-].[Ce+3].[Cl-].[Cl-].[BH4-].[Na+], predict the reaction product. The product is: [CH:23]1[CH:22]=[CH:21][N:13]2[CH2:14][C:15]3[CH:20]=[CH:19][CH:18]=[CH:17][C:16]=3[N:10]([C:8]([C:6]3[CH:5]=[CH:4][C:3]([C:24]4[CH2:29][CH2:28][CH2:27][CH:26]([OH:30])[C:25]=4[CH3:31])=[C:2]([CH3:1])[CH:7]=3)=[O:9])[CH2:11][C:12]=12. (5) Given the reactants [N+:1]([C:4]1[CH:5]=[C:6]([C:14]2[CH:15]=[C:16]3[C:21](=[CH:22][CH:23]=2)[NH:20][C:19](=[O:24])[CH2:18][CH2:17]3)[CH:7]=[CH:8][C:9]=1[C:10]([F:13])([F:12])[F:11])([O-])=O, predict the reaction product. The product is: [NH2:1][C:4]1[CH:5]=[C:6]([C:14]2[CH:15]=[C:16]3[C:21](=[CH:22][CH:23]=2)[NH:20][C:19](=[O:24])[CH2:18][CH2:17]3)[CH:7]=[CH:8][C:9]=1[C:10]([F:11])([F:12])[F:13]. (6) Given the reactants [C:1]([O:5][C:6]([NH:8][CH2:9][C@H:10]1[CH2:15][CH2:14][C@H:13]([C:16]([NH:18][C@H:19]([C:37]([NH:39][C:40]2[CH:45]=[CH:44][C:43]([C:46]3[N:50]=[C:49]([C:51]([F:59])([F:58])[C:52]([C:55]([OH:57])=[O:56])([F:54])[F:53])[NH:48][N:47]=3)=[CH:42][CH:41]=2)=[O:38])[CH2:20][C:21]2[CH:26]=[CH:25][C:24]([C:27]3[CH:32]=[CH:31][C:30]([C:33](O)=[O:34])=[C:29]([F:36])[CH:28]=3)=[CH:23][CH:22]=2)=[O:17])[CH2:12][CH2:11]1)=[O:7])([CH3:4])([CH3:3])[CH3:2].[NH2:60][C@H:61]1[CH2:66][CH2:65][C@H:64]([OH:67])[CH2:63][CH2:62]1.C(N(CC)C(C)C)(C)C.F[P-](F)(F)(F)(F)F.CN(C(ON1C2=NC=CC=C2N=N1)=[N+](C)C)C, predict the reaction product. The product is: [C:1]([O:5][C:6]([NH:8][CH2:9][C@H:10]1[CH2:11][CH2:12][C@H:13]([C:16]([NH:18][C@@H:19]([CH2:20][C:21]2[CH:22]=[CH:23][C:24]([C:27]3[CH:32]=[CH:31][C:30]([C:33](=[O:34])[NH:60][C@H:61]4[CH2:66][CH2:65][C@H:64]([OH:67])[CH2:63][CH2:62]4)=[C:29]([F:36])[CH:28]=3)=[CH:25][CH:26]=2)[C:37]([NH:39][C:40]2[CH:41]=[CH:42][C:43]([C:46]3[N:50]=[C:49]([C:51]([F:58])([F:59])[C:52]([F:54])([F:53])[C:55]([OH:57])=[O:56])[NH:48][N:47]=3)=[CH:44][CH:45]=2)=[O:38])=[O:17])[CH2:14][CH2:15]1)=[O:7])([CH3:4])([CH3:2])[CH3:3].